From a dataset of NCI-60 drug combinations with 297,098 pairs across 59 cell lines. Regression. Given two drug SMILES strings and cell line genomic features, predict the synergy score measuring deviation from expected non-interaction effect. (1) Drug 2: CCC1(CC2CC(C3=C(CCN(C2)C1)C4=CC=CC=C4N3)(C5=C(C=C6C(=C5)C78CCN9C7C(C=CC9)(C(C(C8N6C)(C(=O)OC)O)OC(=O)C)CC)OC)C(=O)OC)O.OS(=O)(=O)O. Synergy scores: CSS=2.92, Synergy_ZIP=0.462, Synergy_Bliss=2.21, Synergy_Loewe=2.10, Synergy_HSA=0.878. Cell line: UACC62. Drug 1: CC1=C2C(C(=O)C3(C(CC4C(C3C(C(C2(C)C)(CC1OC(=O)C(C(C5=CC=CC=C5)NC(=O)C6=CC=CC=C6)O)O)OC(=O)C7=CC=CC=C7)(CO4)OC(=O)C)O)C)OC(=O)C. (2) Drug 1: CC1C(C(CC(O1)OC2CC(CC3=C2C(=C4C(=C3O)C(=O)C5=C(C4=O)C(=CC=C5)OC)O)(C(=O)CO)O)N)O.Cl. Drug 2: C1=CC=C(C(=C1)C(C2=CC=C(C=C2)Cl)C(Cl)Cl)Cl. Cell line: SF-295. Synergy scores: CSS=-15.6, Synergy_ZIP=4.51, Synergy_Bliss=14.9, Synergy_Loewe=-42.7, Synergy_HSA=-4.83.